This data is from Reaction yield outcomes from USPTO patents with 853,638 reactions. The task is: Predict the reaction yield, written as a fraction of the theoretical maximum amount of product (1.0 means a 100% yield; for example, 0.34 means a 34% yield). (1) The reactants are [C:1]([N:4]1[CH2:9][CH2:8][CH:7]([O:10][C:11]2[CH:16]=[C:15]([CH3:17])[C:14]([C:18]3[CH:23]=[CH:22][CH:21]=[C:20]([CH2:24][O:25][C:26]4[CH:39]=[CH:38][C:29]5[C@H:30]([CH2:33][C:34]([O:36]C)=[O:35])[CH2:31][O:32][C:28]=5[CH:27]=4)[CH:19]=3)=[C:13]([CH3:40])[CH:12]=2)[CH2:6][CH2:5]1)(=[O:3])[CH3:2].[OH-].[Li+]. The catalyst is O1CCCC1.CO. The product is [C:1]([N:4]1[CH2:5][CH2:6][CH:7]([O:10][C:11]2[CH:16]=[C:15]([CH3:17])[C:14]([C:18]3[CH:23]=[CH:22][CH:21]=[C:20]([CH2:24][O:25][C:26]4[CH:39]=[CH:38][C:29]5[C@H:30]([CH2:33][C:34]([OH:36])=[O:35])[CH2:31][O:32][C:28]=5[CH:27]=4)[CH:19]=3)=[C:13]([CH3:40])[CH:12]=2)[CH2:8][CH2:9]1)(=[O:3])[CH3:2]. The yield is 0.842. (2) The reactants are [CH3:1][O:2][C:3]1[C:8]2[N:9]=[C:10]([NH2:12])[O:11][C:7]=2[CH:6]=[CH:5][CH:4]=1.N1C=CC=CC=1.Cl[C:20]([O:22][CH3:23])=[O:21]. The catalyst is ClCCl. The product is [CH3:23][O:22][C:20](=[O:21])[NH:12][C:10]1[O:11][C:7]2[CH:6]=[CH:5][CH:4]=[C:3]([O:2][CH3:1])[C:8]=2[N:9]=1. The yield is 0.540. (3) The reactants are [CH3:1][CH:2]([NH:11][C:12]([C:14]1[C:22]2[C:17](=[N:18][CH:19]=[C:20]([C:23]3[C:31]4[C:26](=[CH:27][C:28]([F:32])=[CH:29][CH:30]=4)[N:25]([CH3:33])[N:24]=3)[N:21]=2)[N:16](COCC[Si](C)(C)C)[CH:15]=1)=[O:13])[CH2:3][O:4][C:5]1[CH:10]=[CH:9][CH:8]=[CH:7][CH:6]=1.C(Cl)Cl.C(N)CN.O. The catalyst is C(O)(C(F)(F)F)=O. The product is [CH3:1][CH:2]([NH:11][C:12]([C:14]1[C:22]2[C:17](=[N:18][CH:19]=[C:20]([C:23]3[C:31]4[C:26](=[CH:27][C:28]([F:32])=[CH:29][CH:30]=4)[N:25]([CH3:33])[N:24]=3)[N:21]=2)[NH:16][CH:15]=1)=[O:13])[CH2:3][O:4][C:5]1[CH:6]=[CH:7][CH:8]=[CH:9][CH:10]=1. The yield is 0.570. (4) The reactants are [F:1][C:2]([F:11])([F:10])[C:3]1[N:8]=[CH:7][C:6]([OH:9])=[CH:5][CH:4]=1.[N+:12]([O-])([OH:14])=[O:13]. The catalyst is S(=O)(=O)(O)O. The product is [N+:12]([C:5]1[CH:4]=[C:3]([C:2]([F:1])([F:10])[F:11])[N:8]=[CH:7][C:6]=1[OH:9])([O-:14])=[O:13]. The yield is 0.180. (5) The reactants are Cl[C:2]1[N:6]([CH3:7])[N:5]=[CH:4][C:3]=1[N+:8]([O-:10])=[O:9].[CH2:11]1[C@@H:15]2[CH2:16][NH:17][CH2:18][C@@H:14]2[CH2:13][N:12]1[C:19]([O:21][C:22]([CH3:25])([CH3:24])[CH3:23])=[O:20]. No catalyst specified. The product is [CH3:7][N:6]1[C:2]([N:17]2[CH2:16][C@@H:15]3[CH2:11][N:12]([C:19]([O:21][C:22]([CH3:25])([CH3:24])[CH3:23])=[O:20])[CH2:13][C@@H:14]3[CH2:18]2)=[C:3]([N+:8]([O-:10])=[O:9])[CH:4]=[N:5]1. The yield is 0.860. (6) The reactants are [CH3:1][C:2]1[CH:10]=[CH:9][CH:8]=[C:7]2[C:3]=1/[C:4](=[CH:12]/[C:13]1[NH:17][C:16]([CH3:18])=[C:15]([C:19](O)=[O:20])[C:14]=1[CH3:22])/[C:5](=[O:11])[NH:6]2.Cl.C(N=C=NCCCN(C)C)C.OC1C2N=NNC=2C=CC=1.C(N(CC)CC)C.[NH2:52][C:53]1[CH:58]=[CH:57][CH:56]=[CH:55][C:54]=1[NH:59][C:60](=[O:71])[C:61]1[CH:66]=[CH:65][C:64]([NH:67][CH2:68][CH2:69][NH2:70])=[N:63][CH:62]=1. The catalyst is [Cl-].[Na+].O.CN(C=O)C. The product is [NH2:52][C:53]1[CH:58]=[CH:57][CH:56]=[CH:55][C:54]=1[NH:59][C:60](=[O:71])[C:61]1[CH:66]=[CH:65][C:64]([NH:67][CH2:68][CH2:69][NH:70][C:19]([C:15]2[C:14]([CH3:22])=[C:13](/[CH:12]=[C:4]3\[C:5](=[O:11])[NH:6][C:7]4[C:3]\3=[C:2]([CH3:1])[CH:10]=[CH:9][CH:8]=4)[NH:17][C:16]=2[CH3:18])=[O:20])=[N:63][CH:62]=1. The yield is 0.810. (7) The reactants are [Cl:1][C:2]1[CH:7]=[CH:6][C:5]([CH3:8])=[CH:4][C:3]=1[NH:9][C:10]1[C:15]([C:16]([N:18]2[CH2:23][CH2:22][CH:21]([C:24]3[CH:29]=[CH:28][C:27]([F:30])=[CH:26][CH:25]=3)[CH2:20][CH2:19]2)=[O:17])=[CH:14][NH:13][C:12](=[O:31])[CH:11]=1.C(=O)([O-])[O-].[K+].[K+].[C:38]([O:42][CH3:43])(=[O:41])[CH:39]=[CH2:40].C(O)(=O)CC(CC(O)=O)(C(O)=O)O. The catalyst is CN(C=O)C. The product is [Cl:1][C:2]1[CH:7]=[CH:6][C:5]([CH3:8])=[CH:4][C:3]=1[NH:9][C:10]1[C:15]([C:16]([N:18]2[CH2:23][CH2:22][CH:21]([C:24]3[CH:25]=[CH:26][C:27]([F:30])=[CH:28][CH:29]=3)[CH2:20][CH2:19]2)=[O:17])=[CH:14][N:13]([CH2:40][CH2:39][C:38]([O:42][CH3:43])=[O:41])[C:12](=[O:31])[CH:11]=1. The yield is 0.860. (8) The reactants are BrC1C=CC2[C:6](=O)[C:7]3C=C(F)C=C[C:8]=3[O:9][CH2:10]C=2C=1.Br[C:20]1[CH:39]=[CH:38][C:23]2/[C:24](=[C:34](/[CH3:37])\[C:35]#[N:36])/[C:25]3[CH:32]=[C:31]([F:33])[CH:30]=[CH:29][C:26]=3[O:27][CH2:28][C:22]=2[CH:21]=1.BrC1C=CC2/C(=C(\C)/C#N)/C3C=C(F)C=CC=3[O:48]CC=2C=1.BrC1C=CC2/C(=C3/C(CC#N)C/3)/C3C=CC=CC=3OCC=2C=1. No catalyst specified. The product is [C:35](/[C:34](=[C:24]1/[C:25]2[CH:32]=[C:31]([F:33])[CH:30]=[CH:29][C:26]=2[O:27][CH2:28][C:22]2[CH:21]=[C:20]([C:10]([O:9][CH2:8][CH2:7][CH3:6])=[O:48])[CH:39]=[CH:38][C:23]/1=2)/[CH3:37])#[N:36]. The yield is 0.210.